This data is from NCI-60 drug combinations with 297,098 pairs across 59 cell lines. The task is: Regression. Given two drug SMILES strings and cell line genomic features, predict the synergy score measuring deviation from expected non-interaction effect. (1) Drug 1: CC1=C(C=C(C=C1)C(=O)NC2=CC(=CC(=C2)C(F)(F)F)N3C=C(N=C3)C)NC4=NC=CC(=N4)C5=CN=CC=C5. Drug 2: COC1=C2C(=CC3=C1OC=C3)C=CC(=O)O2. Cell line: EKVX. Synergy scores: CSS=0.905, Synergy_ZIP=0.532, Synergy_Bliss=1.72, Synergy_Loewe=1.10, Synergy_HSA=0.600. (2) Drug 1: CC(C)NC(=O)C1=CC=C(C=C1)CNNC.Cl. Drug 2: C1CNP(=O)(OC1)N(CCCl)CCCl. Cell line: KM12. Synergy scores: CSS=-2.42, Synergy_ZIP=2.11, Synergy_Bliss=1.06, Synergy_Loewe=-2.91, Synergy_HSA=-2.79. (3) Drug 1: CC1=C2C(C(=O)C3(C(CC4C(C3C(C(C2(C)C)(CC1OC(=O)C(C(C5=CC=CC=C5)NC(=O)OC(C)(C)C)O)O)OC(=O)C6=CC=CC=C6)(CO4)OC(=O)C)OC)C)OC. Drug 2: C1=CC=C(C=C1)NC(=O)CCCCCCC(=O)NO. Cell line: HCT116. Synergy scores: CSS=50.7, Synergy_ZIP=-7.04, Synergy_Bliss=-8.81, Synergy_Loewe=-17.6, Synergy_HSA=-4.90. (4) Drug 1: C1=CN(C(=O)N=C1N)C2C(C(C(O2)CO)O)O.Cl. Drug 2: C1CN(P(=O)(OC1)NCCCl)CCCl. Cell line: ACHN. Synergy scores: CSS=48.0, Synergy_ZIP=1.16, Synergy_Bliss=0.220, Synergy_Loewe=-48.1, Synergy_HSA=-0.971. (5) Drug 1: C1CC2CC3=C(CC1C24CN(S(=O)(=O)N4)CC(F)(F)F)C=CC(=C3)C=CCN5CCC(CC5)C(F)(F)F. Drug 2: C1=CC=C(C=C1)NC(=O)CCCCCCC(=O)NO. Cell line: OVCAR3. Synergy scores: CSS=67.1, Synergy_ZIP=1.48, Synergy_Bliss=7.59, Synergy_Loewe=6.56, Synergy_HSA=11.1.